Task: Predict the product of the given reaction.. Dataset: Forward reaction prediction with 1.9M reactions from USPTO patents (1976-2016) (1) Given the reactants [NH2:1][C:2]1[S:3][CH:4]=[CH:5][C:6]=1[C:7]([C:9]1[CH:18]=[CH:17][C:12]([C:13]([O:15][CH3:16])=[O:14])=[CH:11][CH:10]=1)=[O:8].[I-].[Na+].C(=O)=O.[NH3:24].[CH3:25][C:26](C)=[O:27], predict the reaction product. The product is: [NH2:24][CH2:25][C:26]([NH:1][C:2]1[S:3][CH:4]=[CH:5][C:6]=1[C:7]([C:9]1[CH:18]=[CH:17][C:12]([C:13]([O:15][CH3:16])=[O:14])=[CH:11][CH:10]=1)=[O:8])=[O:27]. (2) Given the reactants [Cl:1][C:2]1[CH:7]=[CH:6][C:5]([S:8][C@H:9]2[CH2:13][NH:12][C@H:11]([C:14]([NH:16][C:17]3([C:20]#[N:21])[CH2:19][CH2:18]3)=[O:15])[CH2:10]2)=[CH:4][CH:3]=1.[CH2:22]([O:24][C:25]([N:27]1[CH2:32][CH2:31][CH:30]([N:33]2[CH2:36][CH2:35][CH:34]2[C:37]([O-])=[O:38])[CH2:29][CH2:28]1)=[O:26])[CH3:23].[Li+], predict the reaction product. The product is: [Cl:1][C:2]1[CH:7]=[CH:6][C:5]([S:8][C@H:9]2[CH2:13][N:12]([C:37]([CH:34]3[CH2:35][CH2:36][N:33]3[CH:30]3[CH2:29][CH2:28][N:27]([C:25]([O:24][CH2:22][CH3:23])=[O:26])[CH2:32][CH2:31]3)=[O:38])[C@H:11]([C:14](=[O:15])[NH:16][C:17]3([C:20]#[N:21])[CH2:19][CH2:18]3)[CH2:10]2)=[CH:4][CH:3]=1.